This data is from Reaction yield outcomes from USPTO patents with 853,638 reactions. The task is: Predict the reaction yield, written as a fraction of the theoretical maximum amount of product (1.0 means a 100% yield; for example, 0.34 means a 34% yield). The reactants are [F:1][C:2]([F:21])([F:20])[C:3]([F:19])([C:8]1[CH:14]=[CH:13][C:11]([NH2:12])=[C:10]([C:15]([F:18])([F:17])[F:16])[CH:9]=1)[C:4]([F:7])([F:6])[F:5].CN(C=O)C.[Br:27]N1C(=O)CCC1=O. The catalyst is O. The product is [Br:27][C:13]1[CH:14]=[C:8]([C:3]([F:19])([C:4]([F:7])([F:6])[F:5])[C:2]([F:20])([F:21])[F:1])[CH:9]=[C:10]([C:15]([F:16])([F:17])[F:18])[C:11]=1[NH2:12]. The yield is 0.800.